Dataset: Full USPTO retrosynthesis dataset with 1.9M reactions from patents (1976-2016). Task: Predict the reactants needed to synthesize the given product. (1) Given the product [CH3:26][O:25][C:22]1[CH:21]=[CH:20][C:19]([C:14]([C:11]2[CH:10]=[CH:9][C:8]([NH2:3])=[N:13][CH:12]=2)=[C:15]([CH3:17])[CH3:16])=[CH:24][CH:23]=1, predict the reactants needed to synthesize it. The reactants are: CC1[N:3]([C:8]2[N:13]=[CH:12][C:11]([C:14]([C:19]3[CH:24]=[CH:23][C:22]([O:25][CH3:26])=[CH:21][CH:20]=3)(O)[CH:15]([CH3:17])[CH3:16])=[CH:10][CH:9]=2)C(C)=CC=1.Cl.[OH-].[Na+]. (2) Given the product [NH2:25][CH2:9][CH2:8][C:1]([OH:3])=[O:2].[CH3:55][CH2:54][N:56]([CH2:59][C:60]([NH:41][C:36]1[CH:37]=[CH:38][CH:22]=[C:20]([O:19][CH2:17][C:11]2[CH:12]=[CH:16][CH:8]=[CH:9][CH:10]=2)[CH:23]=1)=[O:65])[CH2:57][CH3:58], predict the reactants needed to synthesize it. The reactants are: [C:1]([C:8]1[C:9]([NH2:25])=[C:10](N)[C:11]([C:17]([O:19][C:20]([CH3:23])([CH3:22])C)=O)=[C:12]([CH:16]=1)C(O)=O)([O:3]C(C)(C)C)=[O:2].CN(C(O[N:41]1N=[N:41][C:36]2[CH:37]=[CH:38][CH:38]=[CH:37][C:36]1=2)=[N+](C)C)C.F[P-](F)(F)(F)(F)F.C(Cl)(Cl)Cl.[CH2:54]([N:56]([CH2:59][CH3:60])[CH2:57][CH3:58])[CH3:55].CN(C=[O:65])C. (3) Given the product [CH3:1][C:2]1([S:13]([C:16]2[CH:21]=[CH:20][CH:19]=[C:18]([C:22]([F:25])([F:24])[F:23])[CH:17]=2)(=[O:15])=[O:14])[CH2:7][CH2:6][O:5][CH:4]([C:8]([NH:27][NH2:28])=[O:9])[CH2:3]1, predict the reactants needed to synthesize it. The reactants are: [CH3:1][C:2]1([S:13]([C:16]2[CH:21]=[CH:20][CH:19]=[C:18]([C:22]([F:25])([F:24])[F:23])[CH:17]=2)(=[O:15])=[O:14])[CH2:7][CH2:6][O:5][CH:4]([C:8](OCC)=[O:9])[CH2:3]1.O.[NH2:27][NH2:28]. (4) Given the product [CH3:16][S:17]([N:6]1[CH2:5][C@@H:4]([CH3:8])[NH:3][C@@H:2]([CH3:1])[CH2:7]1)(=[O:19])=[O:18], predict the reactants needed to synthesize it. The reactants are: [CH3:1][C@H:2]1[CH2:7][NH:6][CH2:5][C@@H:4]([CH3:8])[NH:3]1.C(N(CC)CC)C.[CH3:16][S:17](Cl)(=[O:19])=[O:18]. (5) Given the product [Cl:33][C:20]1[CH:19]=[C:18]([NH:17][C:14]2[C:15]3[NH:16][C:8]([C:5]4[CH:4]=[CH:3][C:2]([NH:1][C:37](=[O:38])[CH2:36][O:35][CH3:34])=[CH:7][CH:6]=4)=[CH:9][C:10]=3[N:11]=[CH:12][N:13]=2)[CH:23]=[CH:22][C:21]=1[O:24][CH2:25][C:26]1[CH:31]=[CH:30][CH:29]=[C:28]([F:32])[CH:27]=1, predict the reactants needed to synthesize it. The reactants are: [NH2:1][C:2]1[CH:7]=[CH:6][C:5]([C:8]2[NH:16][C:15]3[C:14]([NH:17][C:18]4[CH:23]=[CH:22][C:21]([O:24][CH2:25][C:26]5[CH:31]=[CH:30][CH:29]=[C:28]([F:32])[CH:27]=5)=[C:20]([Cl:33])[CH:19]=4)=[N:13][CH:12]=[N:11][C:10]=3[CH:9]=2)=[CH:4][CH:3]=1.[CH3:34][O:35][CH2:36][C:37](O)=[O:38].Cl.C(N=C=NCCCN(C)C)C.O.ON1C2C=CC=CC=2N=N1.